From a dataset of Forward reaction prediction with 1.9M reactions from USPTO patents (1976-2016). Predict the product of the given reaction. (1) Given the reactants C(OC(=O)[NH:10][CH2:11][CH2:12][N:13]1[CH2:19][CH2:18][CH2:17][N:16]([C:20]2[C:29]3[C:24](=[CH:25][CH:26]=[C:27]([O:30][CH3:31])[N:28]=3)[N:23]=[CH:22][CH:21]=2)[CH2:15][CH2:14]1)C1C=CC=CC=1.[ClH:33].O1CCOCC1.[H][H], predict the reaction product. The product is: [ClH:33].[CH3:31][O:30][C:27]1[N:28]=[C:29]2[C:24](=[CH:25][CH:26]=1)[N:23]=[CH:22][CH:21]=[C:20]2[N:16]1[CH2:17][CH2:18][CH2:19][N:13]([CH2:12][CH2:11][NH2:10])[CH2:14][CH2:15]1. (2) Given the reactants C(=O)=O.[CH3:4][NH:5][CH3:6].[C:7]([OH:15])(=[O:14])[C:8]1[CH:13]=[CH:12][CH:11]=[CH:10][CH:9]=1, predict the reaction product. The product is: [CH3:4][NH2+:5][CH3:6].[C:7]([O-:15])(=[O:14])[C:8]1[CH:13]=[CH:12][CH:11]=[CH:10][CH:9]=1. (3) Given the reactants [NH:1]1[CH2:6][CH2:5][CH:4]([CH2:7][CH2:8][C:9]([O:11][CH3:12])=[O:10])[CH2:3][CH2:2]1.F[C:14]1[CH:26]=[CH:25][C:17]([C:18]([O:20][C:21]([CH3:24])([CH3:23])[CH3:22])=[O:19])=[CH:16][CH:15]=1.C(=O)([O-])[O-].[K+].[K+].C(=O)([O-])O.[Na+], predict the reaction product. The product is: [CH3:12][O:11][C:9](=[O:10])[CH2:8][CH2:7][CH:4]1[CH2:5][CH2:6][N:1]([C:14]2[CH:26]=[CH:25][C:17]([C:18]([O:20][C:21]([CH3:22])([CH3:23])[CH3:24])=[O:19])=[CH:16][CH:15]=2)[CH2:2][CH2:3]1. (4) Given the reactants C1(P(=O)(C2C=CC=CC=2)C2C=CC=CC=2)C=CC=CC=1.FC(F)(F)S(OS(C(F)(F)F)(=O)=O)(=O)=O.[CH3:36][N:37]([S:72]([C:75]1[S:76][CH:77]=[CH:78][CH:79]=1)(=[O:74])=[O:73])[C:38]1[CH:39]=[CH:40][CH:41]=[C:42]2[C:46]=1[NH:45][C:44]([C:47]([NH:49][CH2:50][CH2:51][S:52]C(C1C=CC=CC=1)(C1C=CC=CC=1)C1C=CC=CC=1)=O)=[CH:43]2, predict the reaction product. The product is: [S:52]1[CH2:51][CH2:50][N:49]=[C:47]1[C:44]1[NH:45][C:46]2[C:42]([CH:43]=1)=[CH:41][CH:40]=[CH:39][C:38]=2[N:37]([CH3:36])[S:72]([C:75]1[S:76][CH:77]=[CH:78][CH:79]=1)(=[O:73])=[O:74]. (5) Given the reactants [OH-].[Na+].[CH2:3]([O:5][C:6]1[CH:11]=[C:10]([C:12]([O:14]C)=[O:13])[CH:9]=[CH:8][C:7]=1[C:16]1[CH:21]=[CH:20][CH:19]=[CH:18][C:17]=1[CH2:22][CH3:23])[CH3:4], predict the reaction product. The product is: [CH2:3]([O:5][C:6]1[CH:11]=[C:10]([C:12]([OH:14])=[O:13])[CH:9]=[CH:8][C:7]=1[C:16]1[CH:21]=[CH:20][CH:19]=[CH:18][C:17]=1[CH2:22][CH3:23])[CH3:4]. (6) Given the reactants [CH3:1][O:2]C1C=CC(NC)=CC=1.[F:11][C:12]([F:17])([F:16])[C:13]([OH:15])=[O:14].[CH3:18][O:19][C:20]1[CH:21]=[C:22]([C@@:28]23[CH2:36][CH2:35][C@@H:34]([NH:37][C:38](=[O:48])[N:39]([C:41]4[CH:46]=[CH:45][C:44](F)=[CH:43][CH:42]=4)[CH3:40])[CH2:33][C@@H:32]2[N:31]([CH3:49])[CH2:30][CH2:29]3)[CH:23]=[CH:24][C:25]=1[O:26][CH3:27], predict the reaction product. The product is: [F:11][C:12]([F:17])([F:16])[C:13]([OH:15])=[O:14].[CH3:18][O:19][C:20]1[CH:21]=[C:22]([C@@:28]23[CH2:36][CH2:35][C@@H:34]([NH:37][C:38](=[O:48])[N:39]([C:41]4[CH:46]=[CH:45][C:44]([O:2][CH3:1])=[CH:43][CH:42]=4)[CH3:40])[CH2:33][C@@H:32]2[N:31]([CH3:49])[CH2:30][CH2:29]3)[CH:23]=[CH:24][C:25]=1[O:26][CH3:27]. (7) Given the reactants Cl.Cl.[NH2:3][CH:4]([C:16]1[CH:21]=[CH:20][CH:19]=[CH:18][CH:17]=1)[C:5]([O:7][C@@H:8]1[CH:13]2[CH2:14][CH2:15][N:10]([CH2:11][CH2:12]2)[CH2:9]1)=[O:6].C(N(CC)CC)C.[C:29](Cl)(=[O:37])[O:30][CH:31]1[CH2:36][CH2:35][CH2:34][CH2:33][CH2:32]1, predict the reaction product. The product is: [CH:31]1([O:30][C:29]([NH:3][CH:4]([C:16]2[CH:21]=[CH:20][CH:19]=[CH:18][CH:17]=2)[C:5]([O:7][C@@H:8]2[CH:13]3[CH2:12][CH2:11][N:10]([CH2:15][CH2:14]3)[CH2:9]2)=[O:6])=[O:37])[CH2:36][CH2:35][CH2:34][CH2:33][CH2:32]1.